This data is from Full USPTO retrosynthesis dataset with 1.9M reactions from patents (1976-2016). The task is: Predict the reactants needed to synthesize the given product. Given the product [C:19]([O:23][C:24]([N:26]1[CH2:31][CH2:30][N:29]([CH2:11][C:9]2[S:10][C:5]3[C:4]([N:13]4[CH2:18][CH2:17][O:16][CH2:15][CH2:14]4)=[N:3][C:2]([Cl:1])=[N:7][C:6]=3[CH:8]=2)[CH2:28][CH2:27]1)=[O:25])([CH3:22])([CH3:20])[CH3:21], predict the reactants needed to synthesize it. The reactants are: [Cl:1][C:2]1[N:3]=[C:4]([N:13]2[CH2:18][CH2:17][O:16][CH2:15][CH2:14]2)[C:5]2[S:10][C:9]([CH:11]=O)=[CH:8][C:6]=2[N:7]=1.[C:19]([O:23][C:24]([N:26]1[CH2:31][CH2:30][NH:29][CH2:28][CH2:27]1)=[O:25])([CH3:22])([CH3:21])[CH3:20].